Dataset: Forward reaction prediction with 1.9M reactions from USPTO patents (1976-2016). Task: Predict the product of the given reaction. (1) Given the reactants [F:1][C:2]1[CH:7]=[CH:6][C:5]([N:8]2[C:11](=[O:12])[C@H:10]([S:13][CH2:14][CH:15]([OH:24])[C:16]3[CH:21]=[CH:20][C:19]([S:22][CH3:23])=[CH:18][CH:17]=3)[C@H:9]2[C:25]2[CH:35]=[CH:34][C:28]([O:29][CH2:30][C:31](O)=[O:32])=[CH:27][CH:26]=2)=[CH:4][CH:3]=1.CN1CCOCC1.CN(C(ON1N=NC2C=CC=CC1=2)=[N+](C)C)C.[B-](F)(F)(F)F.[NH2:65][CH2:66][C:67]([NH:69][C@@H:70]([C:78]([OH:80])=[O:79])[CH2:71][CH:72]1[CH2:77][CH2:76][CH2:75][CH2:74][CH2:73]1)=[O:68].[BH4-].[Na+], predict the reaction product. The product is: [F:1][C:2]1[CH:7]=[CH:6][C:5]([N:8]2[C:11](=[O:12])[C@H:10]([S:13][CH2:14][CH:15]([OH:24])[C:16]3[CH:17]=[CH:18][C:19]([S:22][CH3:23])=[CH:20][CH:21]=3)[C@H:9]2[C:25]2[CH:35]=[CH:34][C:28]([O:29][CH2:30][C:31]([NH:65][CH2:66][C:67]([NH:69][C@@H:70]([C:78]([OH:80])=[O:79])[CH2:71][CH:72]3[CH2:77][CH2:76][CH2:75][CH2:74][CH2:73]3)=[O:68])=[O:32])=[CH:27][CH:26]=2)=[CH:4][CH:3]=1. (2) The product is: [C:1]([C:5]1[CH:6]=[CH:7][C:8]([C:9]([N:11]2[C@@H:15]([C:16]3[CH:21]=[CH:20][CH:19]=[C:18]([C:22]4[CH:27]=[CH:26][CH:25]=[CH:24][CH:23]=4)[CH:17]=3)[C@@H:14]([C:28]3[CH:33]=[N:32][CH:31]=[CH:30][N:29]=3)[CH2:13][C@@:12]2([CH2:41][CH:42]([CH3:43])[CH3:44])[C:34]([OH:36])=[O:35])=[O:10])=[CH:45][CH:46]=1)([CH3:3])([CH3:2])[CH3:4]. Given the reactants [C:1]([C:5]1[CH:46]=[CH:45][C:8]([C:9]([N:11]2[C@@H:15]([C:16]3[CH:21]=[CH:20][CH:19]=[C:18]([C:22]4[CH:27]=[CH:26][CH:25]=[CH:24][CH:23]=4)[CH:17]=3)[C@@H:14]([C:28]3[CH:33]=[N:32][CH:31]=[CH:30][N:29]=3)[CH2:13][C@@:12]2([CH2:41][CH:42]([CH3:44])[CH3:43])[C:34]([O:36]C(C)(C)C)=[O:35])=[O:10])=[CH:7][CH:6]=1)([CH3:4])([CH3:3])[CH3:2].C(O)(C(F)(F)F)=O, predict the reaction product. (3) Given the reactants [Cl:1][C:2]1[N:3]=[C:4]([CH3:18])[CH:5]=[C:6]2[C:11]=1[NH:10][CH:9]=[C:8]([C:12]([O:14][CH2:15][CH3:16])=[O:13])[C:7]2=[O:17].[C:19]([O-])([O-])=O.[K+].[K+].IC.O, predict the reaction product. The product is: [Cl:1][C:2]1[N:3]=[C:4]([CH3:18])[CH:5]=[C:6]2[C:11]=1[N:10]([CH3:19])[CH:9]=[C:8]([C:12]([O:14][CH2:15][CH3:16])=[O:13])[C:7]2=[O:17]. (4) Given the reactants [F:1][C:2]([F:17])([F:16])[O:3][C:4]1[CH:12]=[CH:11][CH:10]=[C:9]2[C:5]=1[CH:6]=[C:7](C(O)=O)[NH:8]2, predict the reaction product. The product is: [F:17][C:2]([F:1])([F:16])[O:3][C:4]1[CH:12]=[CH:11][CH:10]=[C:9]2[C:5]=1[CH:6]=[CH:7][NH:8]2. (5) Given the reactants [NH2:1][C:2]1[CH:7]=[CH:6][C:5]([N:8]2[CH2:13][CH2:12][N:11]([CH:14]([C:22]3[CH:27]=[CH:26][CH:25]=[CH:24][CH:23]=3)[C:15]([N:17]([CH2:20][CH3:21])[CH2:18][CH3:19])=[O:16])[CH2:10][CH2:9]2)=[C:4]([F:28])[CH:3]=1.C1CCC(N=C=NC2CCCCC2)CC1.[O:44]1[CH2:48][CH2:47][C@H:46]([C:49](O)=[O:50])[CH2:45]1, predict the reaction product. The product is: [CH2:20]([N:17]([CH2:18][CH3:19])[C:15]([CH:14]([C:22]1[CH:23]=[CH:24][CH:25]=[CH:26][CH:27]=1)[N:11]1[CH2:12][CH2:13][N:8]([C:5]2[CH:6]=[CH:7][C:2]([NH:1][C:49]([C@H:46]3[CH2:47][CH2:48][O:44][CH2:45]3)=[O:50])=[CH:3][C:4]=2[F:28])[CH2:9][CH2:10]1)=[O:16])[CH3:21]. (6) The product is: [CH3:50][N:49]1[C:45]([C:38]([C:7]2[CH:8]=[C:9]3[C:14](=[CH:15][CH:16]=2)[N:13]=[C:12]([C:17]([F:20])([F:19])[F:18])[C:11]([C:21]2[CH:26]=[CH:25][CH:24]=[CH:23][CH:22]=2)=[C:10]3[C:27]([F:30])([F:29])[F:28])([C:39]2[CH:44]=[CH:43][CH:42]=[CH:41][N:40]=2)[OH:54])=[CH:46][N:47]=[CH:48]1. Given the reactants [Li]CCCC.Br[C:7]1[CH:8]=[C:9]2[C:14](=[CH:15][CH:16]=1)[N:13]=[C:12]([C:17]([F:20])([F:19])[F:18])[C:11]([C:21]1[CH:26]=[CH:25][CH:24]=[CH:23][CH:22]=1)=[C:10]2[C:27]([F:30])([F:29])[F:28].CC(S(N=[C:38]([C:45]1[N:49]([CH3:50])[CH:48]=[N:47][CH:46]=1)[C:39]1[CH:44]=[CH:43][CH:42]=[CH:41][N:40]=1)=O)(C)C.C1C[O:54]CC1, predict the reaction product.